The task is: Regression. Given a peptide amino acid sequence and an MHC pseudo amino acid sequence, predict their binding affinity value. This is MHC class II binding data.. This data is from Peptide-MHC class II binding affinity with 134,281 pairs from IEDB. The peptide sequence is TEKGMKNVFDDVVPE. The MHC is DRB5_0101 with pseudo-sequence DRB5_0101. The binding affinity (normalized) is 0.446.